Dataset: Reaction yield outcomes from USPTO patents with 853,638 reactions. Task: Predict the reaction yield, written as a fraction of the theoretical maximum amount of product (1.0 means a 100% yield; for example, 0.34 means a 34% yield). (1) The reactants are Br[C:2]1[CH:3]=[C:4]([O:9][CH2:10][C:11]2[CH:16]=[CH:15][C:14]([O:17][CH3:18])=[CH:13][CH:12]=2)[CH:5]=[C:6]([Br:8])[CH:7]=1.[OH:19][C:20]1[CH:21]=[N:22][CH:23]=[CH:24][CH:25]=1.[H-].[Na+].[OH-].[NH4+]. The catalyst is N1C(C)=CC(C)=CC=1C.[Cu]=O.C(OCC)(=O)C. The product is [Br:8][C:6]1[CH:7]=[C:2]([CH:3]=[C:4]([O:9][CH2:10][C:11]2[CH:16]=[CH:15][C:14]([O:17][CH3:18])=[CH:13][CH:12]=2)[CH:5]=1)[O:19][C:20]1[CH:21]=[N:22][CH:23]=[CH:24][CH:25]=1. The yield is 0.250. (2) The reactants are [NH:1]([C:8]1[N:9]([C:24]2[CH:29]=[CH:28][CH:27]=[CH:26][CH:25]=2)[C:10]2[C:15]([C:16](=[O:18])[CH:17]=1)=[C:14]([C:19]([F:22])([F:21])[F:20])[CH:13]=[C:12](Cl)[N:11]=2)[C:2]1[CH:7]=[CH:6][CH:5]=[CH:4][CH:3]=1.[NH:30]1[CH2:35][CH2:34][CH2:33][CH2:32][CH2:31]1.Cl. The catalyst is O1CCOCC1. The product is [NH:1]([C:8]1[N:9]([C:24]2[CH:29]=[CH:28][CH:27]=[CH:26][CH:25]=2)[C:10]2[C:15]([C:16](=[O:18])[CH:17]=1)=[C:14]([C:19]([F:22])([F:21])[F:20])[CH:13]=[C:12]([N:30]1[CH2:35][CH2:34][CH2:33][CH2:32][CH2:31]1)[N:11]=2)[C:2]1[CH:7]=[CH:6][CH:5]=[CH:4][CH:3]=1. The yield is 0.800. (3) The reactants are [C:1]([C:5]1[N:10]=[C:9]([N:11]2[CH2:16][CH2:15][N:14]([CH2:17][CH2:18][CH2:19][CH2:20][NH2:21])[CH2:13][CH2:12]2)[CH:8]=[C:7]([C:22]([F:25])([F:24])[F:23])[N:6]=1)([CH3:4])([CH3:3])[CH3:2].C1N=CN([C:31]([N:33]2[CH:37]=[N:36][CH:35]=[CH:34]2)=[O:32])C=1.[CH3:38][C:39]1N2CCNC[C:42]2=[N:41][N:40]=1. The catalyst is C(Cl)(Cl)Cl.CO. The product is [C:1]([C:5]1[N:10]=[C:9]([N:11]2[CH2:16][CH2:15][N:14]([CH2:17][CH2:18][CH2:19][CH2:20][NH:21][C:31]([N:33]3[CH2:34][CH2:35][N:36]4[C:39]([CH3:38])=[N:40][N:41]=[C:42]4[CH2:37]3)=[O:32])[CH2:13][CH2:12]2)[CH:8]=[C:7]([C:22]([F:24])([F:25])[F:23])[N:6]=1)([CH3:4])([CH3:2])[CH3:3]. The yield is 0.390. (4) The reactants are [Cl:1][CH2:2][CH2:3][CH2:4][O:5][C:6]1[CH:11]=[CH:10][C:9]([C:12](=[S:14])[NH2:13])=[CH:8][CH:7]=1.Br[CH:16]1[CH2:20][CH2:19][CH:18]([C:21]([O-:23])=[O:22])[C:17]1=O.[CH2:25](O)[CH3:26]. No catalyst specified. The product is [Cl:1][CH2:2][CH2:3][CH2:4][O:5][C:6]1[CH:11]=[CH:10][C:9]([C:12]2[S:14][C:16]3[CH2:20][CH2:19][CH:18]([C:21]([O:23][CH2:25][CH3:26])=[O:22])[C:17]=3[N:13]=2)=[CH:8][CH:7]=1. The yield is 0.580. (5) The reactants are [Br:1][C:2]1[C:3]([F:19])=[CH:4][C:5]([OH:18])=[C:6]([CH:17]=1)[O:7][C:8]1[CH:15]=[CH:14][C:13]([Cl:16])=[CH:12][C:9]=1[C:10]#[N:11].C(=O)([O-])[O-].[Cs+].[Cs+].[CH2:26](Br)[C:27]1[CH:32]=[CH:31][CH:30]=[CH:29][CH:28]=1. The catalyst is [I-].C([N+](CCCC)(CCCC)CCCC)CCC.C(#N)C. The product is [CH2:26]([O:18][C:5]1[CH:4]=[C:3]([F:19])[C:2]([Br:1])=[CH:17][C:6]=1[O:7][C:8]1[CH:15]=[CH:14][C:13]([Cl:16])=[CH:12][C:9]=1[C:10]#[N:11])[C:27]1[CH:32]=[CH:31][CH:30]=[CH:29][CH:28]=1. The yield is 0.820.